This data is from Forward reaction prediction with 1.9M reactions from USPTO patents (1976-2016). The task is: Predict the product of the given reaction. (1) Given the reactants [CH3:1][C@@H:2]1[CH2:7][C:6](=[C:8]([NH:14][CH:15]=[O:16])[C:9]([O:11][CH2:12][CH3:13])=[O:10])[CH2:5][C@@H:4]([CH3:17])[O:3]1, predict the reaction product. The product is: [CH3:17][C@@H:4]1[CH2:5][CH:6]([C@H:8]([NH:14][CH:15]=[O:16])[C:9]([O:11][CH2:12][CH3:13])=[O:10])[CH2:7][C@@H:2]([CH3:1])[O:3]1. (2) Given the reactants [CH3:1][C@H:2]1[CH2:33][C:32]([CH3:34])=[CH:31][C@@H:30]([CH2:35][CH:36]=[CH2:37])[C:28](=[O:29])[CH2:27][C@H:26]([OH:38])[C@@H:25]([CH3:39])[C@@H:24](/[C:40](/[CH3:51])=[CH:41]/[C@H:42]2[CH2:47][C@@H:46]([O:48][CH3:49])[C@H:45]([OH:50])[CH2:44][CH2:43]2)[O:23][C:21](=[O:22])[C@H:20]2[N:15]([CH2:16][CH2:17][CH2:18][CH2:19]2)[C:13](=[O:14])[C:11](=[O:12])[C@:9]2([OH:52])[O:10][C@@H:5]([C@@H:6]([O:54][CH3:55])[CH2:7][C@H:8]2[CH3:53])[C@@H:4]([O:56][CH3:57])[CH2:3]1.[OH:58][CH:59]1[O:78][C@H:77]([CH2:79][OH:80])[C@@H:64]([O:65][C@@H:66]2[O:74][C@H:73]([CH2:75][OH:76])[C@H:71]([OH:72])[C@H:69]([OH:70])[C@H:67]2[OH:68])[C@H:62]([OH:63])[C@H:60]1[OH:61].C(#N)C, predict the reaction product. The product is: [CH3:1][C@H:2]1[CH2:33][C:32]([CH3:34])=[CH:31][C@@H:30]([CH2:35][CH:36]=[CH2:37])[C:28](=[O:29])[CH2:27][C@H:26]([OH:38])[C@@H:25]([CH3:39])[C@@H:24](/[C:40](/[CH3:51])=[CH:41]/[C@H:42]2[CH2:47][C@@H:46]([O:48][CH3:49])[C@H:45]([OH:50])[CH2:44][CH2:43]2)[O:23][C:21](=[O:22])[C@H:20]2[N:15]([CH2:16][CH2:17][CH2:18][CH2:19]2)[C:13](=[O:14])[C:11](=[O:12])[C@:9]2([OH:52])[O:10][C@@H:5]([C@@H:6]([O:54][CH3:55])[CH2:7][C@H:8]2[CH3:53])[C@@H:4]([O:56][CH3:57])[CH2:3]1.[OH:58][CH:59]1[O:78][C@H:77]([CH2:79][OH:80])[C@@H:64]([O:65][C@@H:66]2[O:74][C@H:73]([CH2:75][OH:76])[C@H:71]([OH:72])[C@H:69]([OH:70])[C@H:67]2[OH:68])[C@H:62]([OH:63])[C@H:60]1[OH:61]. (3) Given the reactants [N:1]([CH2:4][CH2:5][C@@H:6]1[CH2:11][N:10]([C:12]([O:14][CH2:15][C:16]2[CH:21]=[CH:20][CH:19]=[CH:18][CH:17]=2)=[O:13])[CH2:9][CH2:8][N:7]1[C:22]([O:24][C:25]([CH3:28])([CH3:27])[CH3:26])=[O:23])=[N+:2]=[N-:3].[CH2:29]([OH:32])[C:30]#[CH:31], predict the reaction product. The product is: [OH:32][CH2:29][C:30]1[N:3]=[N:2][N:1]([CH2:4][CH2:5][C@@H:6]2[CH2:11][N:10]([C:12]([O:14][CH2:15][C:16]3[CH:21]=[CH:20][CH:19]=[CH:18][CH:17]=3)=[O:13])[CH2:9][CH2:8][N:7]2[C:22]([O:24][C:25]([CH3:28])([CH3:27])[CH3:26])=[O:23])[CH:31]=1. (4) Given the reactants Cl[C:2]1[N:10]=[C:9]2[C:5]([NH:6][CH:7]=[N:8]2)=[C:4](Cl)[N:3]=1.C(OCC)(=O)C.O1C=CCCC1.N1CCCCC1, predict the reaction product. The product is: [N:3]1[CH:4]=[C:5]2[C:9]([N:8]=[CH:7][NH:6]2)=[N:10][CH:2]=1. (5) Given the reactants [F:1][C:2]1[CH:3]=[C:4]([C:10]([CH3:14])([CH3:13])[C:11]#[N:12])[CH:5]=[CH:6][C:7]=1[O:8]C.[Cl-].[Cl-].[Cl-].[Al+3].[Cl-].[Cl-].[Ca+2].Cl, predict the reaction product. The product is: [F:1][C:2]1[CH:3]=[C:4]([C:10]([CH3:14])([CH3:13])[C:11]#[N:12])[CH:5]=[CH:6][C:7]=1[OH:8]. (6) Given the reactants [CH3:1][C:2]1([CH3:15])[C:11]2[C:6](=[CH:7][C:8]([CH3:13])=[CH:9][C:10]=2[CH3:12])[O:5][C:4](=[O:14])[CH2:3]1.[H-].[Al+3].[Li+].[H-].[H-].[H-], predict the reaction product. The product is: [OH:14][CH2:4][CH2:3][C:2]([C:11]1[C:10]([CH3:12])=[CH:9][C:8]([CH3:13])=[CH:7][C:6]=1[OH:5])([CH3:15])[CH3:1]. (7) Given the reactants [NH:1]([C:8]1[N:17]=[CH:16][C:15]2[CH2:14][CH2:13][C:12]3[C:18]([C:22](OCC)=[O:23])=[N:19][N:20]([CH3:21])[C:11]=3[C:10]=2[N:9]=1)[C:2]1[CH:7]=[CH:6][CH:5]=[CH:4][CH:3]=1.[CH2:27]([CH2:29][NH2:30])[OH:28], predict the reaction product. The product is: [NH:1]([C:8]1[N:17]=[CH:16][C:15]2[CH2:14][CH2:13][C:12]3[C:18]([C:22]([NH:30][CH2:29][CH2:27][OH:28])=[O:23])=[N:19][N:20]([CH3:21])[C:11]=3[C:10]=2[N:9]=1)[C:2]1[CH:3]=[CH:4][CH:5]=[CH:6][CH:7]=1.